From a dataset of Full USPTO retrosynthesis dataset with 1.9M reactions from patents (1976-2016). Predict the reactants needed to synthesize the given product. (1) Given the product [Br:17][C:18]1[CH:23]=[CH:22][C:21]([C:11]2[CH:12]=[CH:13][N:8]=[CH:9][CH:10]=2)=[CH:20][C:19]=1[F:25], predict the reactants needed to synthesize it. The reactants are: C(=O)([O-])[O-].[Na+].[Na+].O.[N:8]1[CH:13]=[CH:12][C:11](B(O)O)=[CH:10][CH:9]=1.[Br:17][C:18]1[CH:23]=[CH:22][C:21](I)=[CH:20][C:19]=1[F:25].C1(C)C=CC=CC=1.C(O)C. (2) Given the product [CH3:16][C@H:17]1[N:22]([C:9]([C:8]2[CH:12]=[CH:13][CH:14]=[CH:15][C:7]=2[C:2]2[N:1]=[CH:6][CH:5]=[CH:4][N:3]=2)=[O:11])[CH2:21][C@H:20]([O:23][C:24]2[CH:25]=[C:26]([CH:30]([OH:32])[CH3:31])[CH:27]=[CH:28][CH:29]=2)[CH2:19][CH2:18]1, predict the reactants needed to synthesize it. The reactants are: [N:1]1[CH:6]=[CH:5][CH:4]=[N:3][C:2]=1[C:7]1[CH:15]=[CH:14][CH:13]=[CH:12][C:8]=1[C:9]([OH:11])=O.[CH3:16][C@H:17]1[NH:22][CH2:21][C@H:20]([O:23][C:24]2[CH:25]=[C:26]([CH:30]([OH:32])[CH3:31])[CH:27]=[CH:28][CH:29]=2)[CH2:19][CH2:18]1.CCN(C(C)C)C(C)C.C(P1(=O)OP(=O)(CCC)OP(=O)(CCC)O1)CC. (3) Given the product [CH3:41][Si:42]([CH3:44])([CH3:43])[CH2:50][CH2:49][O:48][C:36](=[O:8])[NH:35][C:38]1[CH:39]=[C:20]([N+:29]([O-:31])=[O:30])[C:19]([Br:18])=[C:27]([CH3:28])[CH:40]=1, predict the reactants needed to synthesize it. The reactants are: C1(P(N=[N+]=[N-])(C2C=CC=CC=2)=[O:8])C=CC=CC=1.[Br:18][C:19]1[C:27]([CH3:28])=CC(C(O)=O)=C[C:20]=1[N+:29]([O-:31])=[O:30].C([N:35]([CH:38]([CH3:40])[CH3:39])[CH2:36]C)(C)C.[CH3:41][Si:42](C(O)C)([CH3:44])[CH3:43].[O:48]1CCO[CH2:50][CH2:49]1. (4) Given the product [CH:1]1([N:4]2[C:12]3[CH:11]=[C:10]([C:13]([F:16])([F:15])[F:14])[CH:9]=[C:8]([C:17]([O:19][CH3:20])=[O:18])[C:7]=3[CH:6]=[N:5]2)[CH2:32][CH2:28][CH2:29][CH2:2]1, predict the reactants needed to synthesize it. The reactants are: [C:1]([N:4]1[C:12]2[CH:11]=[C:10]([C:13]([F:16])([F:15])[F:14])[CH:9]=[C:8]([C:17]([O:19][CH3:20])=[O:18])[C:7]=2[CH:6]=[N:5]1)(=O)[CH3:2].C(=O)([O-])[O-].[Cs+].[Cs+].Br[CH:28]1[CH2:32]CC[CH2:29]1. (5) Given the product [N:1]([CH2:4][CH2:5][NH:6][C:7]([C:8]1[NH:22][CH:11]=[CH:10][CH:9]=1)=[O:21])=[N+:2]=[N-:3], predict the reactants needed to synthesize it. The reactants are: [N:1]([CH2:4][CH2:5][NH:6][C:7](=[O:21])[CH2:8][CH2:9][CH2:10][CH2:11]CCCCCCCCC)=[N+:2]=[N-:3].[N:22](CCN)=[N+]=[N-].C(N(CC)CC)C. (6) Given the product [F:38][C:39]([F:52])([F:51])[S:40]([O:1][C@H:2]1[CH2:7][C@@H:6]([CH2:8][CH2:9][CH2:10][CH:11]=[CH2:12])[O:5][C@@:4]([O:13][CH3:14])([C@@H:15]2[CH2:19][S:18][C:17](=[O:20])[N:16]2[CH2:21][C:22]2[CH:27]=[CH:26][C:25]([O:28][CH3:29])=[CH:24][CH:23]=2)[CH2:3]1)(=[O:42])=[O:41], predict the reactants needed to synthesize it. The reactants are: [OH:1][C@H:2]1[CH2:7][C@@H:6]([CH2:8][CH2:9][CH2:10][CH:11]=[CH2:12])[O:5][C@:4]([C@@H:15]2[CH2:19][S:18][C:17](=[O:20])[N:16]2[CH2:21][C:22]2[CH:27]=[CH:26][C:25]([O:28][CH3:29])=[CH:24][CH:23]=2)([O:13][CH3:14])[CH2:3]1.N1C(C)=CC=CC=1C.[F:38][C:39]([F:52])([F:51])[S:40](O[S:40]([C:39]([F:52])([F:51])[F:38])(=[O:42])=[O:41])(=[O:42])=[O:41]. (7) Given the product [N:65]([CH2:21][C@@H:13]1[C@H:14]2[O:18][C:17]([CH3:19])([CH3:20])[O:16][C@H:15]2[C@H:11]([N:8]2[C:4]3[N:5]=[CH:6][N:7]=[C:2]([Cl:1])[C:3]=3[CH:10]=[CH:9]2)[CH2:12]1)=[N+:66]=[N-:67], predict the reactants needed to synthesize it. The reactants are: [Cl:1][C:2]1[C:3]2[CH:10]=[CH:9][N:8]([C@H:11]3[C@@H:15]4[O:16][C:17]([CH3:20])([CH3:19])[O:18][C@@H:14]4[C@@H:13]([CH2:21]O)[CH2:12]3)[C:4]=2[N:5]=[CH:6][N:7]=1.C1C=CC(P(C2C=CC=CC=2)C2C=CC=CC=2)=CC=1.N(C(OC(C)C)=O)=NC(OC(C)C)=O.C1C=CC(OP(OC2C=CC=CC=2)([N:65]=[N+:66]=[N-:67])=O)=CC=1. (8) Given the product [CH:41]1[C:40]2[C:25]3[CH:24]=[CH:28][CH:29]=[CH:30][C:37]=3[O:38][C:39]=2[C:47]([C:2]2[CH:10]=[CH:9][CH:8]=[C:7]3[C:3]=2[C:4]2([C:14]4=[CH:15][C:16]5[O:20][CH2:19][O:18][C:17]=5[CH:21]=[C:13]4[O:12][CH2:11]2)[C:5](=[O:53])[NH:6]3)=[CH:43][CH:42]=1, predict the reactants needed to synthesize it. The reactants are: Br[C:2]1[CH:10]=[CH:9][CH:8]=[C:7]2[C:3]=1[C:4]1([C:14]3=[CH:15][C:16]4[O:20][CH2:19][O:18][C:17]=4[CH:21]=[C:13]3[O:12][CH2:11]1)[CH:5]=[N:6]2.BrC1C=[CH:30][CH:29]=[C:28]2[C:24]=1[C:25]1([C:40]3=[CH:41][C:42]4OCO[C:43]=4[CH:47]=[C:39]3[O:38][CH2:37]1)CN2CCCCC.C1C2C3C=CC=CC=3[O:53]C=2C(B(O)O)=CC=1.CN(C)C1N=CC(B(O)O)=CC=1. (9) Given the product [O:1]1[C:5]2[CH:6]=[CH:7][CH:8]=[CH:9][C:4]=2[CH:3]=[C:2]1[C:10]([NH:46][CH2:47][C:48]1[C:49]([CH3:63])=[CH:50][C:51]([NH:55][C:56](=[O:62])[O:57][C:58]([CH3:59])([CH3:60])[CH3:61])=[N:52][C:53]=1[CH3:54])=[O:12], predict the reactants needed to synthesize it. The reactants are: [O:1]1[C:5]2[CH:6]=[CH:7][CH:8]=[CH:9][C:4]=2[CH:3]=[C:2]1[C:10]([OH:12])=O.CN(C(ON1N=NC2C=CC=CC1=2)=[N+](C)C)C.F[P-](F)(F)(F)(F)F.CCN(C(C)C)C(C)C.[NH2:46][CH2:47][C:48]1[C:49]([CH3:63])=[CH:50][C:51]([NH:55][C:56](=[O:62])[O:57][C:58]([CH3:61])([CH3:60])[CH3:59])=[N:52][C:53]=1[CH3:54].